This data is from Reaction yield outcomes from USPTO patents with 853,638 reactions. The task is: Predict the reaction yield, written as a fraction of the theoretical maximum amount of product (1.0 means a 100% yield; for example, 0.34 means a 34% yield). The reactants are [Cl:1][CH2:2][CH2:3][CH2:4][S:5]([O:8][CH2:9][C:10]([CH3:25])([CH3:24])[C@@H:11]([O:14]CC1C=CC(OC)=CC=1)[CH:12]=[CH2:13])(=[O:7])=[O:6].ClC1C(=O)C(C#N)=C(C#N)C(=O)C=1Cl. The catalyst is ClCCl.O. The product is [Cl:1][CH2:2][CH2:3][CH2:4][S:5]([O:8][CH2:9][C:10]([CH3:25])([CH3:24])[C@@H:11]([OH:14])[CH:12]=[CH2:13])(=[O:7])=[O:6]. The yield is 0.910.